From a dataset of Reaction yield outcomes from USPTO patents with 853,638 reactions. Predict the reaction yield, written as a fraction of the theoretical maximum amount of product (1.0 means a 100% yield; for example, 0.34 means a 34% yield). (1) The yield is 0.795. The catalyst is C(O)C. The reactants are [CH3:1][O:2][C:3]1[CH:4]=[C:5]([C:11]2[CH:15]=[C:14]([CH:16]=O)[NH:13][N:12]=2)[CH:6]=[CH:7][C:8]=1[O:9][CH3:10].[C:18]1([NH2:25])[CH:23]=[CH:22][CH:21]=[CH:20][C:19]=1[NH2:24]. The product is [CH3:1][O:2][C:3]1[CH:4]=[C:5]([C:11]2[CH:15]=[C:14]([C:16]3[NH:25][C:18]4[CH:23]=[CH:22][CH:21]=[CH:20][C:19]=4[N:24]=3)[NH:13][N:12]=2)[CH:6]=[CH:7][C:8]=1[O:9][CH3:10]. (2) The product is [CH3:20][N:19]([CH3:21])[CH2:18][CH2:17][NH:16][C:14](=[O:15])[C:13]1[CH:22]=[CH:23][C:10]([NH:3][CH2:1][CH3:2])=[C:11]([N+:24]([O-:26])=[O:25])[CH:12]=1. The yield is 0.730. No catalyst specified. The reactants are [CH2:1]([NH2:3])[CH3:2].C1COCC1.Cl[C:10]1[CH:23]=[CH:22][C:13]([C:14]([NH:16][CH2:17][CH2:18][N:19]([CH3:21])[CH3:20])=[O:15])=[CH:12][C:11]=1[N+:24]([O-:26])=[O:25].